This data is from Full USPTO retrosynthesis dataset with 1.9M reactions from patents (1976-2016). The task is: Predict the reactants needed to synthesize the given product. (1) Given the product [CH3:8][C:9]1[CH:4]=[CH:5][C:21]2[C:20](=[C:19]3[C:24](=[CH:23][CH:22]=2)[N:15]=[CH:16][CH:17]=[CH:18]3)[N:25]=1, predict the reactants needed to synthesize it. The reactants are: [N+]([C:4]1[CH:5]=C(S([O-])(=O)=O)C=[CH:8][CH:9]=1)([O-])=O.[Na+].[N:15]1[C:24]2[CH:23]=[CH:22][CH:21]=[C:20]([NH2:25])[C:19]=2[CH:18]=[CH:17][CH:16]=1.C(=O)/C=C/C.[OH-].[Na+]. (2) Given the product [Br:1][C:2]1[CH:11]=[CH:10][C:9]2[C:4](=[CH:5][CH:6]=[C:7]([O:12][CH2:21][CH2:20][F:19])[CH:8]=2)[CH:3]=1, predict the reactants needed to synthesize it. The reactants are: [Br:1][C:2]1[CH:11]=[CH:10][C:9]2[C:4](=[CH:5][CH:6]=[C:7]([OH:12])[CH:8]=2)[CH:3]=1.C([O-])([O-])=O.[K+].[K+].[F:19][CH2:20][CH2:21]OS(C1C=CC(C)=CC=1)(=O)=O.O. (3) Given the product [O:30]=[CH:12][C@@H:13]([C@H:12]([C@@H:13]([C@@H:12]([CH2:13][OH:14])[OH:30])[OH:14])[OH:30])[OH:14], predict the reactants needed to synthesize it. The reactants are: [Mg+2].[Cl-].[Cl-].[Cl-].[K+].C1N([CH2:12][CH2:13][OH:14])CCN(CCS(O)(=O)=O)C1.[Na+].[Cl-].OP([O-])(O)=O.[K+].Cl.[OH2:30]. (4) Given the product [Br:19][C:20]1[CH:21]=[C:22]([C:23]([NH:1][C:2]2[CH:7]=[CH:6][C:5]([C@@H:8]3[CH2:10][C@H:9]3[NH:11][C:12](=[O:18])[O:13][C:14]([CH3:15])([CH3:17])[CH3:16])=[CH:4][CH:3]=2)=[O:24])[CH:26]=[CH:27][CH:28]=1, predict the reactants needed to synthesize it. The reactants are: [NH2:1][C:2]1[CH:7]=[CH:6][C:5]([C@@H:8]2[CH2:10][C@H:9]2[NH:11][C:12](=[O:18])[O:13][C:14]([CH3:17])([CH3:16])[CH3:15])=[CH:4][CH:3]=1.[Br:19][C:20]1[CH:21]=[C:22]([CH:26]=[CH:27][CH:28]=1)[C:23](Cl)=[O:24].C(N(CC)CC)C.O. (5) The reactants are: Cl[C:2]1[N:3]=[C:4]([N:21]2[CH2:26][CH2:25][O:24][CH2:23][CH2:22]2)[C:5]2[S:10][C:9]([CH2:11][N:12]3[CH2:17][CH2:16][N:15]([CH:18]4[CH2:20][CH2:19]4)[CH2:14][CH2:13]3)=[CH:8][C:6]=2[N:7]=1.CC1(C)C(C)(C)OB([C:35]2[CH:43]=[C:42]([C:44]#[N:45])[CH:41]=[C:40]3[C:36]=2[CH:37]=[CH:38][NH:39]3)O1. Given the product [CH:18]1([N:15]2[CH2:16][CH2:17][N:12]([CH2:11][C:9]3[S:10][C:5]4[C:4]([N:21]5[CH2:26][CH2:25][O:24][CH2:23][CH2:22]5)=[N:3][C:2]([C:35]5[CH:43]=[C:42]([C:44]#[N:45])[CH:41]=[C:40]6[C:36]=5[CH:37]=[CH:38][NH:39]6)=[N:7][C:6]=4[CH:8]=3)[CH2:13][CH2:14]2)[CH2:20][CH2:19]1, predict the reactants needed to synthesize it.